From a dataset of Reaction yield outcomes from USPTO patents with 853,638 reactions. Predict the reaction yield, written as a fraction of the theoretical maximum amount of product (1.0 means a 100% yield; for example, 0.34 means a 34% yield). (1) The reactants are [N+:1]([C:4]1[CH:5]=[C:6]2[CH:12]=[CH:11][NH:10][C:7]2=[N:8][CH:9]=1)([O-])=O. The catalyst is C(OCC)(=O)C. The product is [NH:10]1[C:7]2=[N:8][CH:9]=[C:4]([NH2:1])[CH:5]=[C:6]2[CH:12]=[CH:11]1. The yield is 0.950. (2) The reactants are N(OC(C)(C)C)=O.N[C:9]1[CH:10]=[C:11]([NH:22][C:23](=[O:31])[C:24]2[CH:29]=[CH:28][CH:27]=[C:26]([Cl:30])[CH:25]=2)[CH:12]=[C:13]([O:15][C:16]2[CH:17]=[N:18][CH:19]=[CH:20][CH:21]=2)[CH:14]=1.[ClH:32]. The catalyst is C(#N)C. The product is [Cl:30][C:26]1[CH:25]=[C:24]([CH:29]=[CH:28][CH:27]=1)[C:23]([NH:22][C:11]1[CH:12]=[C:13]([O:15][C:16]2[CH:17]=[N:18][CH:19]=[CH:20][CH:21]=2)[CH:14]=[C:9]([Cl:32])[CH:10]=1)=[O:31]. The yield is 0.630. (3) The reactants are [C:1]1([C:6]2[CH:11]=[CH:10][CH:9]=[CH:8][C:7]=2[N+:12]([O-])=O)[CH2:5][CH2:4][CH2:3][CH:2]=1. The catalyst is C(OCC)(=O)C.[Pd]. The product is [CH:1]1([C:6]2[CH:11]=[CH:10][CH:9]=[CH:8][C:7]=2[NH2:12])[CH2:2][CH2:3][CH2:4][CH2:5]1. The yield is 0.980. (4) The reactants are [N:1]1[CH:6]=[CH:5][CH:4]=[CH:3][C:2]=1[CH:7]([CH:9]1[CH2:14][CH2:13][S:12][CH2:11][CH2:10]1)[OH:8].B1([O-])OO1.[OH2:19].[OH2:20].O.O.[Na+]. The catalyst is C(O)(=O)C. The product is [O:19]=[S:12]1(=[O:20])[CH2:11][CH2:10][CH:9]([CH:7]([C:2]2[CH:3]=[CH:4][CH:5]=[CH:6][N:1]=2)[OH:8])[CH2:14][CH2:13]1. The yield is 0.686. (5) The reactants are Cl[C:2]1[CH:7]=[C:6]([O:8][C:9]2[C:15]([F:16])=[CH:14][C:12]([NH2:13])=[C:11]([F:17])[CH:10]=2)[CH:5]=[CH:4][N:3]=1.[CH3:18][N:19]1[CH:23]=[C:22](B2OC(C)(C)C(C)(C)O2)[CH:21]=[N:20]1.P([O-])([O-])([O-])=O.[K+].[K+].[K+]. The catalyst is CN(C)C=O.C1C=CC([P]([Pd]([P](C2C=CC=CC=2)(C2C=CC=CC=2)C2C=CC=CC=2)([P](C2C=CC=CC=2)(C2C=CC=CC=2)C2C=CC=CC=2)[P](C2C=CC=CC=2)(C2C=CC=CC=2)C2C=CC=CC=2)(C2C=CC=CC=2)C2C=CC=CC=2)=CC=1. The product is [F:17][C:11]1[CH:10]=[C:9]([O:8][C:6]2[CH:5]=[CH:4][N:3]=[C:2]([C:22]3[CH:21]=[N:20][N:19]([CH3:18])[CH:23]=3)[CH:7]=2)[C:15]([F:16])=[CH:14][C:12]=1[NH2:13]. The yield is 0.630.